Regression. Given a peptide amino acid sequence and an MHC pseudo amino acid sequence, predict their binding affinity value. This is MHC class II binding data. From a dataset of Peptide-MHC class II binding affinity with 134,281 pairs from IEDB. (1) The peptide sequence is QTYYLSMEYLQGRAL. The MHC is DRB1_0901 with pseudo-sequence DRB1_0901. The binding affinity (normalized) is 0.720. (2) The peptide sequence is HGRQIRMARILGRDPE. The MHC is DRB1_0701 with pseudo-sequence DRB1_0701. The binding affinity (normalized) is 0.217. (3) The binding affinity (normalized) is 0.684. The MHC is DRB1_0101 with pseudo-sequence DRB1_0101. The peptide sequence is FRPTFTSTALDISSN. (4) The peptide sequence is YFPPPAAKEDFLGCL. The MHC is DRB1_0802 with pseudo-sequence DRB1_0802. The binding affinity (normalized) is 0.186.